Task: Predict which catalyst facilitates the given reaction.. Dataset: Catalyst prediction with 721,799 reactions and 888 catalyst types from USPTO (1) Reactant: I[C:2]1[CH:7]=[CH:6][C:5]([S:8]([CH3:11])(=[O:10])=[O:9])=[CH:4][C:3]=1[C:12]([N:14]1[CH2:19][CH2:18][N:17]([C:20]2[CH:25]=[CH:24][C:23]([C:26]([F:29])([F:28])[F:27])=[CH:22][CH:21]=2)[CH2:16][CH2:15]1)=[O:13].[CH:30]1([NH2:34])[CH2:33][CH2:32][CH2:31]1. Product: [CH:30]1([NH:34][C:2]2[CH:7]=[CH:6][C:5]([S:8]([CH3:11])(=[O:10])=[O:9])=[CH:4][C:3]=2[C:12]([N:14]2[CH2:19][CH2:18][N:17]([C:20]3[CH:25]=[CH:24][C:23]([C:26]([F:29])([F:28])[F:27])=[CH:22][CH:21]=3)[CH2:16][CH2:15]2)=[O:13])[CH2:33][CH2:32][CH2:31]1. The catalyst class is: 44. (2) Reactant: [OH:1][CH2:2][CH2:3][CH2:4][C:5]1[C:10](=[O:11])[N:9](CC2C=CC(OC)=CC=2)[NH:8][C:7](=[O:21])[CH:6]=1.C1(OC)C=CC=CC=1. Product: [OH:1][CH2:2][CH2:3][CH2:4][C:5]1[C:10](=[O:11])[NH:9][NH:8][C:7](=[O:21])[CH:6]=1. The catalyst class is: 67. (3) Reactant: [CH:1]1([C:4]2[C:5]([CH:18]([CH2:25][C:26](=[O:36])[NH:27][C:28]3[CH:33]=[CH:32][C:31]([CH3:34])=[CH:30][C:29]=3[CH3:35])[CH2:19][CH2:20][C:21]([O:23]C)=[O:22])=[N:6][O:7][C:8]=2[CH:9]2[CH2:12][CH:11]([CH2:13][C:14]([CH3:17])([CH3:16])[CH3:15])[CH2:10]2)[CH2:3][CH2:2]1.Br.C([O-])(=O)C.[Na+]. Product: [CH:1]1([C:4]2[C:5]([CH:18]([CH2:25][C:26](=[O:36])[NH:27][C:28]3[CH:33]=[CH:32][C:31]([CH3:34])=[CH:30][C:29]=3[CH3:35])[CH2:19][CH2:20][C:21]([OH:23])=[O:22])=[N:6][O:7][C:8]=2[CH:9]2[CH2:12][CH:11]([CH2:13][C:14]([CH3:16])([CH3:17])[CH3:15])[CH2:10]2)[CH2:3][CH2:2]1. The catalyst class is: 15. (4) Reactant: [C:1]([O:5][C:6]([NH:8][CH:9]1[C:16](=[O:17])[N:15]2[CH:10]1[S:11][CH2:12][C:13]([CH2:34][CH:35]=[O:36])=[C:14]2[C:18]([O:20][CH:21]([C:28]1[CH:33]=[CH:32][CH:31]=[CH:30][CH:29]=1)[C:22]1[CH:27]=[CH:26][CH:25]=[CH:24][CH:23]=1)=[O:19])=[O:7])([CH3:4])([CH3:3])[CH3:2].C(N(CC)C(C)C)(C)C.[F:46][C:47]([F:60])([F:59])[S:48](O[S:48]([C:47]([F:60])([F:59])[F:46])(=[O:50])=[O:49])(=[O:50])=[O:49]. Product: [C:1]([O:5][C:6]([NH:8][CH:9]1[C:16](=[O:17])[N:15]2[CH:10]1[S:11][CH2:12][C:13](/[CH:34]=[CH:35]/[O:36][S:48]([C:47]([F:60])([F:59])[F:46])(=[O:50])=[O:49])=[C:14]2[C:18]([O:20][CH:21]([C:28]1[CH:33]=[CH:32][CH:31]=[CH:30][CH:29]=1)[C:22]1[CH:23]=[CH:24][CH:25]=[CH:26][CH:27]=1)=[O:19])=[O:7])([CH3:4])([CH3:3])[CH3:2]. The catalyst class is: 46. (5) The catalyst class is: 8. Reactant: [F:1][C:2]1[CH:3]=[C:4]([NH:9][C:10](=[O:35])[NH:11][C:12]2[CH:17]=[CH:16][C:15]([C:18]3[S:22][C:21]([CH:23]4[CH2:28][CH2:27][CH:26]([CH2:29][C:30]([O:32]CC)=O)[CH2:25][CH2:24]4)=[N:20][CH:19]=3)=[CH:14][CH:13]=2)[CH:5]=[C:6]([F:8])[CH:7]=1.O.[NH2:37][NH2:38]. Product: [F:8][C:6]1[CH:5]=[C:4]([NH:9][C:10]([NH:11][C:12]2[CH:13]=[CH:14][C:15]([C:18]3[S:22][C:21]([CH:23]4[CH2:28][CH2:27][CH:26]([CH2:29][C:30]([NH:37][NH2:38])=[O:32])[CH2:25][CH2:24]4)=[N:20][CH:19]=3)=[CH:16][CH:17]=2)=[O:35])[CH:3]=[C:2]([F:1])[CH:7]=1. (6) Reactant: Cl.[F:2][C:3]1[CH:4]=[C:5]([C:10]2[CH:15]=[CH:14][C:13](=[O:16])[N:12]([CH2:17][C:18]3[CH:19]=[C:20]([C:24]4[N:29]=[C:28]([N:30]5[CH2:35][CH2:34][N:33](C(OC(C)(C)C)=O)[CH2:32][CH2:31]5)[CH:27]=[CH:26][N:25]=4)[CH:21]=[CH:22][CH:23]=3)[N:11]=2)[CH:6]=[C:7]([F:9])[CH:8]=1. Product: [F:9][C:7]1[CH:6]=[C:5]([C:10]2[CH:15]=[CH:14][C:13](=[O:16])[N:12]([CH2:17][C:18]3[CH:23]=[CH:22][CH:21]=[C:20]([C:24]4[N:29]=[C:28]([N:30]5[CH2:35][CH2:34][NH:33][CH2:32][CH2:31]5)[CH:27]=[CH:26][N:25]=4)[CH:19]=3)[N:11]=2)[CH:4]=[C:3]([F:2])[CH:8]=1. The catalyst class is: 12. (7) Reactant: [N:1]1([C:7]2[C:12]3[CH:13]=[CH:14][O:15][C:11]=3[CH:10]=[CH:9][N:8]=2)[CH2:6][CH2:5][NH:4][CH2:3][CH2:2]1.C(O)(=O)C.[H][H]. Product: [N:1]1([C:7]2[C:12]3[CH2:13][CH2:14][O:15][C:11]=3[CH:10]=[CH:9][N:8]=2)[CH2:2][CH2:3][NH:4][CH2:5][CH2:6]1. The catalyst class is: 19. (8) Reactant: [CH:1]1([NH:6][C:7]2[S:11][C:10]([NH:12][C:13]([C:15]3[CH:31]=[CH:30][C:18]([O:19][C@@H:20]4[CH2:25][CH2:24][C@H:23]([C:26]([O:28]C)=[O:27])[CH2:22][CH2:21]4)=[CH:17][CH:16]=3)=[O:14])=[N:9][N:8]=2)[CH2:5][CH2:4][CH2:3][CH2:2]1.[OH-].[Na+]. Product: [CH:1]1([NH:6][C:7]2[S:11][C:10]([NH:12][C:13]([C:15]3[CH:31]=[CH:30][C:18]([O:19][C@@H:20]4[CH2:25][CH2:24][C@H:23]([C:26]([OH:28])=[O:27])[CH2:22][CH2:21]4)=[CH:17][CH:16]=3)=[O:14])=[N:9][N:8]=2)[CH2:2][CH2:3][CH2:4][CH2:5]1. The catalyst class is: 193.